Task: Predict the reactants needed to synthesize the given product.. Dataset: Full USPTO retrosynthesis dataset with 1.9M reactions from patents (1976-2016) Given the product [OH:1][CH:2]1[CH2:7][CH2:6][N:5]([C:18]([O:20][C:21]([CH3:24])([CH3:23])[CH3:22])=[O:19])[CH2:4][CH2:3]1, predict the reactants needed to synthesize it. The reactants are: [OH:1][CH:2]1[CH2:7][CH2:6][NH:5][CH2:4][CH2:3]1.C(N(CC)CC)C.ClCCl.[C:18](O[C:18]([O:20][C:21]([CH3:24])([CH3:23])[CH3:22])=[O:19])([O:20][C:21]([CH3:24])([CH3:23])[CH3:22])=[O:19].